Task: Predict which catalyst facilitates the given reaction.. Dataset: Catalyst prediction with 721,799 reactions and 888 catalyst types from USPTO (1) Reactant: [CH3:1][NH:2][C:3]1[CH:11]=[CH:10][C:6]([C:7](Cl)=[O:8])=[CH:5][C:4]=1[N+:12]([O-:14])=[O:13].[CH2:15]([O:17][C:18]([CH2:20][CH2:21][NH:22][C:23]1[CH:28]=[CH:27][CH:26]=[CH:25][CH:24]=1)=[O:19])[CH3:16].C(N(CC)CC)C. Product: [C:23]1([N:22]([CH2:21][CH2:20][C:18]([O:17][CH2:15][CH3:16])=[O:19])[C:7](=[O:8])[C:6]2[CH:10]=[CH:11][C:3]([NH:2][CH3:1])=[C:4]([N+:12]([O-:14])=[O:13])[CH:5]=2)[CH:28]=[CH:27][CH:26]=[CH:25][CH:24]=1. The catalyst class is: 7. (2) Reactant: [CH3:1][C:2]1([C:5]#[C:6][C:7]2[S:11][C:10]([C:12]([O:14][CH3:15])=[O:13])=[C:9]([NH:16][CH2:17][C:18]([N:20]3[CH2:25][CH2:24][O:23][CH2:22][CH2:21]3)=[O:19])[CH:8]=2)[CH2:4][CH2:3]1.CCN(CC)CC.[CH3:33][C@H:34]1[CH2:39][CH2:38][C@H:37]([C:40](Cl)=[O:41])[CH2:36][CH2:35]1. Product: [CH3:33][C@H:34]1[CH2:39][CH2:38][C@H:37]([C:40]([N:16]([CH2:17][C:18]([N:20]2[CH2:25][CH2:24][O:23][CH2:22][CH2:21]2)=[O:19])[C:9]2[CH:8]=[C:7]([C:6]#[C:5][C:2]3([CH3:1])[CH2:3][CH2:4]3)[S:11][C:10]=2[C:12]([O:14][CH3:15])=[O:13])=[O:41])[CH2:36][CH2:35]1. The catalyst class is: 91. (3) Product: [OH:1][CH:2]1[CH2:5][N:4]([C:6]([C:8]2[CH:9]=[C:10]([C:21]([NH:55][CH2:54][C:51]3[CH:50]=[N:49][C:48]([CH3:47])=[N:53][CH:52]=3)=[O:23])[CH:11]=[C:12]([C:14]3[CH:15]=[CH:16][C:17]([CH3:20])=[CH:18][CH:19]=3)[CH:13]=2)=[O:7])[CH2:3]1. The catalyst class is: 2. Reactant: [OH:1][CH:2]1[CH2:5][N:4]([C:6]([C:8]2[CH:9]=[C:10]([C:21]([OH:23])=O)[CH:11]=[C:12]([C:14]3[CH:19]=[CH:18][C:17]([CH3:20])=[CH:16][CH:15]=3)[CH:13]=2)=[O:7])[CH2:3]1.Cl.CN(C)CCCN=C=NCC.O.ON1C2C=CC=CC=2N=N1.[CH3:47][C:48]1[N:53]=[CH:52][C:51]([CH2:54][NH2:55])=[CH:50][N:49]=1.C(N(CC)C(C)C)(C)C. (4) Reactant: [OH-].[Na+].O1CCCC1.C(O)C.[C:11]([C:13]1[C:18]2=[N:19][C:20]3[CH:25]=[CH:24][CH:23]=[CH:22][C:21]=3[N:17]2[C:16]([N:26]2[CH2:30][CH2:29][C@@H:28]([CH2:31][NH:32][CH2:33][C:34]([O:36]CC)=[O:35])[CH2:27]2)=[C:15]([C:39]2[CH:44]=[CH:43][CH:42]=[CH:41][CH:40]=2)[C:14]=1[CH3:45])#[N:12].Cl. Product: [C:11]([C:13]1[C:18]2=[N:19][C:20]3[CH:25]=[CH:24][CH:23]=[CH:22][C:21]=3[N:17]2[C:16]([N:26]2[CH2:30][CH2:29][C@@H:28]([CH2:31][NH:32][CH2:33][C:34]([OH:36])=[O:35])[CH2:27]2)=[C:15]([C:39]2[CH:40]=[CH:41][CH:42]=[CH:43][CH:44]=2)[C:14]=1[CH3:45])#[N:12]. The catalyst class is: 6. (5) Reactant: Br[C:2]1[N:3]=[CH:4][C:5]2[CH2:11][N:10]([S:12]([CH3:15])(=[O:14])=[O:13])[CH2:9][CH2:8][C:6]=2[N:7]=1.[NH:16]1[CH2:21][CH2:20][C:19](=[N:22][O:23][CH:24]2[CH2:29][CH2:28][N:27]([C:30]([O:32][CH:33]([CH3:35])[CH3:34])=[O:31])[CH2:26][CH2:25]2)[CH2:18][CH2:17]1.C(N(C(C)C)CC)(C)C. Product: [CH:33]([O:32][C:30]([N:27]1[CH2:28][CH2:29][CH:24]([O:23][N:22]=[C:19]2[CH2:18][CH2:17][N:16]([C:2]3[N:3]=[CH:4][C:5]4[CH2:11][N:10]([S:12]([CH3:15])(=[O:14])=[O:13])[CH2:9][CH2:8][C:6]=4[N:7]=3)[CH2:21][CH2:20]2)[CH2:25][CH2:26]1)=[O:31])([CH3:35])[CH3:34]. The catalyst class is: 197. (6) Reactant: CS(Cl)(=O)=O.O[CH:7]1[CH:11]([CH2:12][CH2:13][CH2:14][CH2:15][CH3:16])[O:10][C:9](=[O:17])[CH2:8]1.C(N(CC)CC)C. Product: [CH2:12]([CH:11]1[O:10][C:9](=[O:17])[CH:8]=[CH:7]1)[CH2:13][CH2:14][CH2:15][CH3:16]. The catalyst class is: 2.